This data is from Peptide-MHC class I binding affinity with 185,985 pairs from IEDB/IMGT. The task is: Regression. Given a peptide amino acid sequence and an MHC pseudo amino acid sequence, predict their binding affinity value. This is MHC class I binding data. (1) The peptide sequence is DFRDYQSYR. The MHC is HLA-A31:01 with pseudo-sequence HLA-A31:01. The binding affinity (normalized) is 0.602. (2) The peptide sequence is TSETMYLTMK. The MHC is HLA-A03:01 with pseudo-sequence HLA-A03:01. The binding affinity (normalized) is 0.301. (3) The peptide sequence is YVSVMNFIPI. The MHC is HLA-A02:02 with pseudo-sequence HLA-A02:02. The binding affinity (normalized) is 0.461. (4) The peptide sequence is KFRRFTQAI. The MHC is HLA-A29:02 with pseudo-sequence HLA-A29:02. The binding affinity (normalized) is 0.0847. (5) The peptide sequence is TVVVGDIIGV. The MHC is HLA-A02:06 with pseudo-sequence HLA-A02:06. The binding affinity (normalized) is 0.917. (6) The peptide sequence is SREVISHRL. The MHC is HLA-A11:01 with pseudo-sequence HLA-A11:01. The binding affinity (normalized) is 0.0847. (7) The peptide sequence is STSQKSIVAY. The MHC is HLA-A23:01 with pseudo-sequence HLA-A23:01. The binding affinity (normalized) is 0.